Dataset: Reaction yield outcomes from USPTO patents with 853,638 reactions. Task: Predict the reaction yield, written as a fraction of the theoretical maximum amount of product (1.0 means a 100% yield; for example, 0.34 means a 34% yield). (1) The reactants are [NH2:1][CH2:2][CH2:3][CH2:4][CH2:5][CH:6]1[CH2:11][CH2:10][N:9]([C:12]([O:14][C:15]([CH3:18])([CH3:17])[CH3:16])=[O:13])[CH2:8][CH2:7]1.[NH:19]1[C:27]2[CH:26]=[CH:25][N:24]=[CH:23][C:22]=2[CH:21]=[C:20]1[C:28](O)=[O:29].CS(C)=O.CCN(CC)CC.CN(C(ON1N=NC2C=CC=CC1=2)=[N+](C)C)C.F[P-](F)(F)(F)(F)F. The catalyst is O1CCOCC1.CC#N. The product is [NH:19]1[C:27]2[CH:26]=[CH:25][N:24]=[CH:23][C:22]=2[CH:21]=[C:20]1[C:28]([NH:1][CH2:2][CH2:3][CH2:4][CH2:5][CH:6]1[CH2:7][CH2:8][N:9]([C:12]([O:14][C:15]([CH3:18])([CH3:17])[CH3:16])=[O:13])[CH2:10][CH2:11]1)=[O:29]. The yield is 0.670. (2) The reactants are [NH2:1][C:2]1[C:3]([C:10]#[C:11][C:12]2[CH:17]=[CH:16][N:15]=[C:14]([NH:18][C:19](=[O:21])[CH3:20])[CH:13]=2)=[N:4][CH:5]=[C:6]([O:8][CH3:9])[CH:7]=1.CC(C)([O-])C.[K+]. The catalyst is C1COCC1.CO. The product is [CH3:9][O:8][C:6]1[CH:7]=[C:2]2[NH:1][C:11]([C:12]3[CH:17]=[CH:16][N:15]=[C:14]([NH:18][C:19](=[O:21])[CH3:20])[CH:13]=3)=[CH:10][C:3]2=[N:4][CH:5]=1. The yield is 0.940. (3) The reactants are [C:1]1([C:7]2[CH:11]=[C:10]([CH2:12][O:13][C:14]3[C:23]4[C:18](=[CH:19][CH:20]=[CH:21][CH:22]=4)[N:17]=[CH:16][N:15]=3)[O:9][N:8]=2)[CH:6]=[CH:5][CH:4]=[CH:3][CH:2]=1.[ClH:24]. The catalyst is CO. The product is [ClH:24].[C:1]1([C:7]2[CH:11]=[C:10]([CH2:12][O:13][C:14]3[C:23]4[C:18](=[CH:19][CH:20]=[CH:21][CH:22]=4)[N:17]=[CH:16][N:15]=3)[O:9][N:8]=2)[CH:2]=[CH:3][CH:4]=[CH:5][CH:6]=1. The yield is 0.680.